This data is from Full USPTO retrosynthesis dataset with 1.9M reactions from patents (1976-2016). The task is: Predict the reactants needed to synthesize the given product. (1) Given the product [Cl:6][CH2:2][C:3]([N:16]1[CH2:15][CH2:14][N:13]2[C:9]([C:8]([F:18])([F:7])[F:19])=[N:10][N:11]=[C:12]2[CH2:17]1)=[O:5], predict the reactants needed to synthesize it. The reactants are: Br[CH2:2][C:3]([OH:5])=O.[ClH:6].[F:7][C:8]([F:19])([F:18])[C:9]1[N:13]2[CH2:14][CH2:15][NH:16][CH2:17][C:12]2=[N:11][N:10]=1.Cl.CN(C)CCCN=C=NCC.C(N(CC)C(C)C)(C)C. (2) Given the product [Cl:21][C:16]1[CH:15]=[C:14]([CH:19]=[CH:18][C:17]=1[F:20])[NH:13][C:6]1[C:5]2[C:10](=[CH:11][CH:12]=[C:3]([C:24]3[CH:25]=[CH:26][S:22][CH:23]=3)[CH:4]=2)[N:9]=[CH:8][N:7]=1, predict the reactants needed to synthesize it. The reactants are: Cl.Br[C:3]1[CH:4]=[C:5]2[C:10](=[CH:11][CH:12]=1)[N:9]=[CH:8][N:7]=[C:6]2[NH:13][C:14]1[CH:19]=[CH:18][C:17]([F:20])=[C:16]([Cl:21])[CH:15]=1.[S:22]1[CH:26]=[CH:25][C:24](B(OC(C)C)OC(C)C)=[CH:23]1. (3) Given the product [NH2:1][C:2]([C:4]1[CH:5]=[N:6][C:7]2[C:12]([C:13]=1[NH:14][C:15]1[CH:16]=[C:17]([CH:23]=[CH:24][CH:25]=1)[C:18]([O:20][CH2:21][CH3:22])=[O:19])=[CH:11][CH:10]=[C:9]([C:32]1[CH:31]=[CH:30][C:29]([O:28][CH3:27])=[CH:34][C:33]=1[O:35][CH3:36])[CH:8]=2)=[O:3], predict the reactants needed to synthesize it. The reactants are: [NH2:1][C:2]([C:4]1[CH:5]=[N:6][C:7]2[C:12]([C:13]=1[NH:14][C:15]1[CH:16]=[C:17]([CH:23]=[CH:24][CH:25]=1)[C:18]([O:20][CH2:21][CH3:22])=[O:19])=[CH:11][CH:10]=[C:9](Br)[CH:8]=2)=[O:3].[CH3:27][O:28][C:29]1[CH:34]=[C:33]([O:35][CH3:36])[CH:32]=[CH:31][C:30]=1B(O)O.C(=O)([O-])[O-].[K+].[K+]. (4) Given the product [Br:1][C:2]1[CH:3]=[N:4][C:5]([CH2:8][CH2:9][NH:10][C:22](=[O:23])[C:21]2[CH:25]=[CH:26][CH:27]=[CH:28][C:20]=2[C:19]([F:18])([F:29])[F:30])=[N:6][CH:7]=1, predict the reactants needed to synthesize it. The reactants are: [Br:1][C:2]1[CH:3]=[N:4][C:5]([CH2:8][CH2:9][NH2:10])=[N:6][CH:7]=1.C(N(CC)CC)C.[F:18][C:19]([F:30])([F:29])[C:20]1[CH:28]=[CH:27][CH:26]=[CH:25][C:21]=1[C:22](Cl)=[O:23]. (5) Given the product [CH2:1]([N:8]1[CH2:14][CH:13]2[N:16]([CH3:17])[CH:10]([CH2:11][CH2:12]2)[CH2:9]1)[C:2]1[CH:3]=[CH:4][CH:5]=[CH:6][CH:7]=1, predict the reactants needed to synthesize it. The reactants are: [CH2:1]([N:8]1[C:14](=O)[CH:13]2[N:16]([CH3:17])[CH:10]([CH2:11][CH2:12]2)[C:9]1=O)[C:2]1[CH:7]=[CH:6][CH:5]=[CH:4][CH:3]=1.O1CCOCC1.[H-].[H-].[H-].[H-].[Li+].[Al+3].O. (6) The reactants are: C([BH3-])#N.[Na+].[C:5]([O:9][C:10]([N:12]1[CH:17]=[C:16]([C:18]2([CH2:29][C:30]3[CH:35]=[C:34]([Cl:36])[N:33]=[C:32]([Cl:37])[CH:31]=3)[C:26]3[C:21](=[CH:22][C:23]([Cl:27])=[CH:24][CH:25]=3)[NH:20][C:19]2=[O:28])[CH2:15][CH2:14][CH2:13]1)=[O:11])([CH3:8])([CH3:7])[CH3:6]. Given the product [C:5]([O:9][C:10]([N:12]1[CH:17]=[C:16]([C:18]2([CH2:29][C:30]3[CH:35]=[C:34]([Cl:36])[N:33]=[C:32]([Cl:37])[CH:31]=3)[C:26]3[C:21](=[CH:22][C:23]([Cl:27])=[CH:24][CH:25]=3)[NH:20][C:19]2=[O:28])[CH:15]=[CH:14][CH2:13]1)=[O:11])([CH3:8])([CH3:6])[CH3:7], predict the reactants needed to synthesize it. (7) Given the product [CH3:5][N:6]1[CH2:11][CH2:10][N:9]([CH2:1][C:2]#[CH:3])[CH2:8][CH2:7]1, predict the reactants needed to synthesize it. The reactants are: [CH2:1](Br)[C:2]#[CH:3].[CH3:5][N:6]1[CH2:11][CH2:10][NH:9][CH2:8][CH2:7]1.C(=O)([O-])[O-].[Cs+].[Cs+]. (8) Given the product [N:3]1([CH2:8][CH2:9][CH2:10][CH2:11][C:12]2[CH:13]=[CH:14][C:15]([O:18][CH2:20][C:21]3[CH:26]=[CH:25][CH:24]=[C:23]([C:27]4[CH:32]=[CH:31][C:30]([C:33]([F:35])([F:34])[F:36])=[CH:29][CH:28]=4)[N:22]=3)=[CH:16][CH:17]=2)[CH:7]=[CH:6][N:5]=[N:4]1, predict the reactants needed to synthesize it. The reactants are: [H-].[Na+].[N:3]1([CH2:8][CH2:9][CH2:10][CH2:11][C:12]2[CH:17]=[CH:16][C:15]([OH:18])=[CH:14][CH:13]=2)[CH:7]=[CH:6][N:5]=[N:4]1.Cl[CH2:20][C:21]1[CH:26]=[CH:25][CH:24]=[C:23]([C:27]2[CH:32]=[CH:31][C:30]([C:33]([F:36])([F:35])[F:34])=[CH:29][CH:28]=2)[N:22]=1.O. (9) The reactants are: [S:1]1[CH:5]=[CH:4][C:3]([CH2:6][C:7]([O:9][CH3:10])=[O:8])=[CH:2]1.[Li+].C[Si]([N-][Si](C)(C)C)(C)C.Br[CH2:22][N:23]1[C:27](=[O:28])[C:26]2=[CH:29][CH:30]=[CH:31][CH:32]=[C:25]2[C:24]1=[O:33].C([O-])(O)=O.[Na+]. Given the product [O:33]=[C:24]1[C:25]2[C:26](=[CH:29][CH:30]=[CH:31][CH:32]=2)[C:27](=[O:28])[N:23]1[CH2:22][CH:6]([C:3]1[CH:4]=[CH:5][S:1][CH:2]=1)[C:7]([O:9][CH3:10])=[O:8], predict the reactants needed to synthesize it. (10) The reactants are: [I-:1].[OH:2][C:3]1[CH:4]=[C:5]([C@@H:9]([N+:11]([CH3:21])([CH3:20])[C@H:12]([C:14]2[CH:19]=[CH:18][CH:17]=[CH:16][CH:15]=2)[CH3:13])[CH3:10])[CH:6]=[CH:7][CH:8]=1.C(=O)([O-])[O-].[K+].[K+].[CH2:28]([N:30]([CH3:34])[C:31](Cl)=[O:32])[CH3:29]. Given the product [I-:1].[CH2:28]([N:30]([CH3:34])[C:31]([O:2][C:3]1[CH:4]=[C:5]([C@@H:9]([N+:11]([CH3:21])([CH3:20])[C@H:12]([C:14]2[CH:19]=[CH:18][CH:17]=[CH:16][CH:15]=2)[CH3:13])[CH3:10])[CH:6]=[CH:7][CH:8]=1)=[O:32])[CH3:29], predict the reactants needed to synthesize it.